This data is from Reaction yield outcomes from USPTO patents with 853,638 reactions. The task is: Predict the reaction yield, written as a fraction of the theoretical maximum amount of product (1.0 means a 100% yield; for example, 0.34 means a 34% yield). (1) The reactants are Br[C:2]1[CH:30]=[CH:29][C:5]([C:6]([N:8]([C:22]2[C:27]([CH3:28])=[CH:26][CH:25]=[CH:24][N:23]=2)[C@@H:9]2[CH2:14][CH2:13][CH2:12][N:11]([C:15]([O:17][C:18]([CH3:21])([CH3:20])[CH3:19])=[O:16])[CH2:10]2)=[O:7])=[CH:4][CH:3]=1.[B:31]1([B:31]2[O:35][C:34]([CH3:37])([CH3:36])[C:33]([CH3:39])([CH3:38])[O:32]2)[O:35][C:34]([CH3:37])([CH3:36])[C:33]([CH3:39])([CH3:38])[O:32]1.C([O-])(=O)C.[K+].CC1CCCO1. The catalyst is ClCCl.[Pd](Cl)Cl.C1(P(C2C=CC=CC=2)[C-]2C=CC=C2)C=CC=CC=1.[C-]1(P(C2C=CC=CC=2)C2C=CC=CC=2)C=CC=C1.[Fe+2].O. The product is [CH3:28][C:27]1[C:22]([N:8]([C:6](=[O:7])[C:5]2[CH:29]=[CH:30][C:2]([B:31]3[O:35][C:34]([CH3:37])([CH3:36])[C:33]([CH3:39])([CH3:38])[O:32]3)=[CH:3][CH:4]=2)[C@@H:9]2[CH2:14][CH2:13][CH2:12][N:11]([C:15]([O:17][C:18]([CH3:21])([CH3:20])[CH3:19])=[O:16])[CH2:10]2)=[N:23][CH:24]=[CH:25][CH:26]=1. The yield is 0.860. (2) The reactants are CC[CH:3]([C:8]([O-:10])=O)[CH2:4][CH2:5][CH2:6]C.[C:11]([O-:14])(=[O:13])[CH3:12].[Na+].[I-].[Na+].[C:18](O)(=O)[CH3:19].CC(C)=[O:24]. No catalyst specified. The product is [OH:24][C@@H:5]1[CH:4]2[CH:3]([C@H:12]2[C:11]([O:14][CH2:18][CH3:19])=[O:13])[C:8](=[O:10])[CH2:6]1. The yield is 3.14. (3) The reactants are [NH:1]1[C:9]2[C:4](=[CH:5][CH:6]=[CH:7][CH:8]=2)[CH:3]=[C:2]1[CH:10]=[O:11].CO.C1(C)C=CC(S([CH2:23][N+:24]#[C-:25])(=O)=O)=CC=1.C(=O)([O-])[O-].[K+].[K+]. The catalyst is CCCCCC. The product is [NH:1]1[C:9]2[C:4](=[CH:5][CH:6]=[CH:7][CH:8]=2)[CH:3]=[C:2]1[C:10]1[O:11][CH:25]=[N:24][CH:23]=1. The yield is 0.790. (4) The reactants are [Br:1][C:2]1[CH:18]=[CH:17][C:5]([O:6][C:7]2[CH:14]=[CH:13][C:10]([C:11]#[N:12])=[CH:9][C:8]=2[CH:15]=[O:16])=[CH:4][C:3]=1[CH2:19][OH:20].[O:21]1[CH:26]=[CH:25][CH2:24][CH2:23][CH2:22]1.C(=O)([O-])[O-].[Na+].[Na+].O.C(Cl)(Cl)Cl. The catalyst is ClCCl.CC1(C)[C@]2(CS(O)(=O)=O)C(C[C@H]1CC2)=O. The product is [Br:1][C:2]1[CH:18]=[CH:17][C:5]([O:6][C:7]2[CH:14]=[CH:13][C:10]([C:11]#[N:12])=[CH:9][C:8]=2[CH:15]=[O:16])=[CH:4][C:3]=1[CH2:19][O:20][CH:22]1[CH2:23][CH2:24][CH2:25][CH2:26][O:21]1. The yield is 0.880.